From a dataset of TCR-epitope binding with 47,182 pairs between 192 epitopes and 23,139 TCRs. Binary Classification. Given a T-cell receptor sequence (or CDR3 region) and an epitope sequence, predict whether binding occurs between them. (1) The epitope is DPFRLLQNSQVFS. The TCR CDR3 sequence is CASSLTTQVDTQYF. Result: 0 (the TCR does not bind to the epitope). (2) The epitope is FLKEKGGL. The TCR CDR3 sequence is CASSFPGLGNEQFF. Result: 0 (the TCR does not bind to the epitope).